Dataset: Reaction yield outcomes from USPTO patents with 853,638 reactions. Task: Predict the reaction yield, written as a fraction of the theoretical maximum amount of product (1.0 means a 100% yield; for example, 0.34 means a 34% yield). (1) The yield is 0.900. The reactants are [Cl:1][C:2]1[CH:3]=[C:4]([C:14](=[O:16])[CH3:15])[C:5]2[O:11][CH2:10][CH2:9][N:8]=[CH:7][C:6]=2[C:12]=1[CH3:13].[BH4-].[Na+]. The product is [Cl:1][C:2]1[CH:3]=[C:4]([CH:14]([OH:16])[CH3:15])[C:5]2[O:11][CH2:10][CH2:9][NH:8][CH2:7][C:6]=2[C:12]=1[CH3:13]. The catalyst is CO. (2) The reactants are [C:1]([N:8]1[CH:12]=[CH:11][N:10]=[CH:9]1)(N1C=CN=C1)=[O:2].[NH2:13][C:14]1[CH:15]=[C:16]([CH:20]=[CH:21][C:22]=1[NH2:23])C(O)=O.C1C[O:27][CH2:26]C1. No catalyst specified. The product is [N:8]1([C:1]([C:16]2[CH:20]=[CH:21][C:22]3[NH:23][C:26](=[O:27])[NH:13][C:14]=3[CH:15]=2)=[O:2])[CH:12]=[CH:11][N:10]=[CH:9]1. The yield is 0.660.